Dataset: Forward reaction prediction with 1.9M reactions from USPTO patents (1976-2016). Task: Predict the product of the given reaction. (1) Given the reactants ClC1C=C(Cl)C=CC=1OC[C:6]1[NH:7][C:8]2[CH:14]=[C:13]([C:15]([OH:17])=O)[CH:12]=[CH:11][C:9]=2[N:10]=1.[CH2:23]([NH2:29])[C:24]1[O:28][CH:27]=[CH:26][CH:25]=1.C(Cl)CCl.C1C=CC2N(O)N=NC=2C=1.CCN(C(C)C)C(C)C, predict the reaction product. The product is: [O:28]1[CH:27]=[CH:26][CH:25]=[C:24]1[CH2:23][NH:29][C:15]([C:13]1[CH:12]=[CH:11][C:9]2[N:10]=[CH:6][NH:7][C:8]=2[CH:14]=1)=[O:17]. (2) Given the reactants [CH:1]1([C:4]2[NH:8][N:7]=[C:6]([NH:9][C:10]3[C:17]([F:18])=[C:16](I)[C:13]([C:14]#[N:15])=[C:12]([NH:20][C@H:21]([C:23]4[CH:28]=[CH:27][C:26]([F:29])=[CH:25][CH:24]=4)[CH3:22])[N:11]=3)[CH:5]=2)[CH2:3][CH2:2]1.CC[N:32](C(C)C)[CH:33]([CH3:35])[CH3:34].C(N)(C)C.C(Cl)Cl, predict the reaction product. The product is: [CH:1]1([C:4]2[NH:8][N:7]=[C:6]([NH:9][C:10]3[C:17]([F:18])=[C:16]([NH:32][CH:33]([CH3:35])[CH3:34])[C:13]([C:14]#[N:15])=[C:12]([NH:20][C@H:21]([C:23]4[CH:28]=[CH:27][C:26]([F:29])=[CH:25][CH:24]=4)[CH3:22])[N:11]=3)[CH:5]=2)[CH2:3][CH2:2]1. (3) Given the reactants Br[C:2]1[O:3][C:4]([C:7]2[CH:12]=[CH:11][C:10]([O:13][CH:14]([CH3:16])[CH3:15])=[C:9]([Cl:17])[CH:8]=2)=[N:5][N:6]=1.CC1(C)C(C)(C)OB([C:26]2[CH:31]=[CH:30][N:29]=[C:28]3[N:32]([CH2:35][CH2:36][CH2:37][C:38]([O:40][CH2:41][CH3:42])=[O:39])[CH:33]=[CH:34][C:27]=23)O1.P([O-])([O-])([O-])=O.[K+].[K+].[K+], predict the reaction product. The product is: [Cl:17][C:9]1[CH:8]=[C:7]([C:4]2[O:3][C:2]([C:26]3[CH:31]=[CH:30][N:29]=[C:28]4[N:32]([CH2:35][CH2:36][CH2:37][C:38]([O:40][CH2:41][CH3:42])=[O:39])[CH:33]=[CH:34][C:27]=34)=[N:6][N:5]=2)[CH:12]=[CH:11][C:10]=1[O:13][CH:14]([CH3:16])[CH3:15]. (4) Given the reactants C(O[C:6]([N:8]1[CH2:13][CH2:12][N:11](C2C(=O)N(CC(C)C)N=C(C3C=CC(C)=C(F)C=3)C=2C)[CH2:10][CH2:9]1)=O)(C)(C)C.[CH:34]1([CH2:39][N:40]2[C:45](=[O:46])[C:44]([CH2:47]OS(C)(=O)=O)=[CH:43][C:42]([C:53]3[CH:58]=[CH:57][C:56]([O:59][CH3:60])=[C:55]([F:61])[CH:54]=3)=[N:41]2)[CH2:38][CH2:37][CH2:36][CH2:35]1.CN1CCNCC1, predict the reaction product. The product is: [CH:34]1([CH2:39][N:40]2[C:45](=[O:46])[C:44]([CH2:47][N:11]3[CH2:12][CH2:13][N:8]([CH3:6])[CH2:9][CH2:10]3)=[CH:43][C:42]([C:53]3[CH:58]=[CH:57][C:56]([O:59][CH3:60])=[C:55]([F:61])[CH:54]=3)=[N:41]2)[CH2:38][CH2:37][CH2:36][CH2:35]1. (5) Given the reactants Cl.[NH:2]1[CH2:7][CH2:6][C:5]([C:8]2[CH:13]=[CH:12][C:11]([C:14]3[CH2:18][CH:17]([CH2:19][O:20][C:21]4[CH:25]=[CH:24][O:23][N:22]=4)[O:16][N:15]=3)=[CH:10][CH:9]=2)=[CH:4][CH2:3]1.CC1(C)[O:31][C@H:30]([C:32](Cl)=O)[CH2:29][O:28]1, predict the reaction product. The product is: [OH:31][C@H:30]([CH2:29][OH:28])[CH2:32][N:2]1[CH2:7][CH2:6][C:5]([C:8]2[CH:13]=[CH:12][C:11]([C:14]3[CH2:18][CH:17]([CH2:19][O:20][C:21]4[CH:25]=[CH:24][O:23][N:22]=4)[O:16][N:15]=3)=[CH:10][CH:9]=2)=[CH:4][CH2:3]1. (6) Given the reactants [C:1]([O:5][C:6]([N:8]1[CH2:13][CH2:12][N:11]([C:14]2[CH:19]=[CH:18][C:17]([NH:20][C:21]3[C:22]4[N:23]([CH:34]=[CH:35][N:36]=4)[CH:24]=[C:25]([C:27]4[CH:32]=[CH:31][CH:30]=[C:29]([NH2:33])[CH:28]=4)[N:26]=3)=[CH:16][CH:15]=2)[CH2:10][CH2:9]1)=[O:7])([CH3:4])([CH3:3])[CH3:2].C(N(CC)CC)C.[C:44]([C:48]1[CH:56]=[CH:55][C:51]([C:52](Cl)=[O:53])=[CH:50][CH:49]=1)([CH3:47])([CH3:46])[CH3:45].O, predict the reaction product. The product is: [C:1]([O:5][C:6]([N:8]1[CH2:13][CH2:12][N:11]([C:14]2[CH:19]=[CH:18][C:17]([NH:20][C:21]3[C:22]4[N:23]([CH:34]=[CH:35][N:36]=4)[CH:24]=[C:25]([C:27]4[CH:32]=[CH:31][CH:30]=[C:29]([NH:33][C:52](=[O:53])[C:51]5[CH:55]=[CH:56][C:48]([C:44]([CH3:46])([CH3:45])[CH3:47])=[CH:49][CH:50]=5)[CH:28]=4)[N:26]=3)=[CH:16][CH:15]=2)[CH2:10][CH2:9]1)=[O:7])([CH3:4])([CH3:2])[CH3:3].